The task is: Predict the product of the given reaction.. This data is from Forward reaction prediction with 1.9M reactions from USPTO patents (1976-2016). (1) Given the reactants F[P-](F)(F)(F)(F)F.CN(C(ON1C2=NC=CC=C2N=N1)=[N+](C)C)C.C(N(CC)C(C)C)(C)C.[C:34]([O:38][C:39]([NH:41][CH2:42][C@H:43]1[CH2:48][CH2:47][C@H:46]([C:49]([NH:51][C@H:52]([C:70](=[O:83])[NH:71][C:72]2[CH:77]=[CH:76][C:75]([C:78]3[N:79]=[N:80][NH:81][N:82]=3)=[CH:74][CH:73]=2)[CH2:53][C:54]2[CH:59]=[CH:58][C:57]([C:60]3[C:65]([CH3:66])=[CH:64][CH:63]=[C:62]([C:67](O)=[O:68])[CH:61]=3)=[CH:56][CH:55]=2)=[O:50])[CH2:45][CH2:44]1)=[O:40])([CH3:37])([CH3:36])[CH3:35].[C:84]([O:88][C:89]([N:91]1[CH2:96][CH2:95][NH:94][CH2:93][CH2:92]1)=[O:90])([CH3:87])([CH3:86])[CH3:85], predict the reaction product. The product is: [C:34]([O:38][C:39]([NH:41][CH2:42][C@H:43]1[CH2:48][CH2:47][C@H:46]([C:49]([NH:51][C@H:52]([C:70](=[O:83])[NH:71][C:72]2[CH:73]=[CH:74][C:75]([C:78]3[N:79]=[N:80][NH:81][N:82]=3)=[CH:76][CH:77]=2)[CH2:53][C:54]2[CH:59]=[CH:58][C:57]([C:60]3[C:65]([CH3:66])=[CH:64][CH:63]=[C:62]([C:67]([N:94]4[CH2:95][CH2:96][N:91]([C:89]([O:88][C:84]([CH3:87])([CH3:85])[CH3:86])=[O:90])[CH2:92][CH2:93]4)=[O:68])[CH:61]=3)=[CH:56][CH:55]=2)=[O:50])[CH2:45][CH2:44]1)=[O:40])([CH3:37])([CH3:35])[CH3:36]. (2) Given the reactants [N+:1]([C:4]1[N:9]=[C:8]([C:10]([O:12][CH3:13])=[O:11])[C:7](=[O:14])[NH:6][CH:5]=1)([O-:3])=[O:2].[CH2:15](N(C(C)C)C(C)C)C.C[Si](C=[N+]=[N-])(C)C.Cl, predict the reaction product. The product is: [CH3:15][O:14][C:7]1[C:8]([C:10]([O:12][CH3:13])=[O:11])=[N:9][C:4]([N+:1]([O-:3])=[O:2])=[CH:5][N:6]=1.